This data is from Full USPTO retrosynthesis dataset with 1.9M reactions from patents (1976-2016). The task is: Predict the reactants needed to synthesize the given product. (1) Given the product [Cl:1][C:2]1[CH:3]=[C:4]([NH:9][CH2:10][C:11]([N:13]2[CH2:19][CH:18]3[CH2:17][CH:16]2[CH:15]([NH:20][C:21]2[C:22]4[CH:29]=[CH:28][NH:27][C:23]=4[N:24]=[CH:25][N:26]=2)[CH2:14]3)=[O:12])[CH:5]=[C:6]([Cl:8])[CH:7]=1, predict the reactants needed to synthesize it. The reactants are: [Cl:1][C:2]1[CH:3]=[C:4]([NH:9][CH2:10][C:11]([N:13]2[CH2:19][CH2:18][CH2:17][CH2:16][CH:15]([NH:20][C:21]3[C:22]4[CH:29]=[CH:28][NH:27][C:23]=4[N:24]=[CH:25][N:26]=3)[CH2:14]2)=[O:12])[CH:5]=[C:6]([Cl:8])[CH:7]=1.CO. (2) Given the product [Cl:18][C:19]1[CH:24]=[CH:23][C:22]([C:2]2[CH:16]=[C:15]([Cl:17])[CH:14]=[CH:13][C:3]=2[O:4][CH2:5][C:6]([O:8][C:9]([CH3:12])([CH3:11])[CH3:10])=[O:7])=[CH:21][CH:20]=1, predict the reactants needed to synthesize it. The reactants are: Br[C:2]1[CH:16]=[C:15]([Cl:17])[CH:14]=[CH:13][C:3]=1[O:4][CH2:5][C:6]([O:8][C:9]([CH3:12])([CH3:11])[CH3:10])=[O:7].[Cl:18][C:19]1[CH:24]=[CH:23][C:22](B(O)O)=[CH:21][CH:20]=1. (3) Given the product [C:1]([C:3]1([C:16]2[CH:21]=[C:20]([CH:22]=[O:23])[CH:19]=[CH:18][N:17]=2)[CH2:8][CH2:7][N:6]([C:9]([O:11][C:12]([CH3:15])([CH3:14])[CH3:13])=[O:10])[CH2:5][CH2:4]1)#[N:2], predict the reactants needed to synthesize it. The reactants are: [C:1]([C:3]1([C:16]2[CH:21]=[C:20]([CH2:22][OH:23])[CH:19]=[CH:18][N:17]=2)[CH2:8][CH2:7][N:6]([C:9]([O:11][C:12]([CH3:15])([CH3:14])[CH3:13])=[O:10])[CH2:5][CH2:4]1)#[N:2].OI1(=O)C2C=CC=CC=2C(=O)O1. (4) Given the product [NH2:1][C:2]1[N:7]=[CH:6][N:5]=[C:4]2[N:8]([CH2:12][C:14]3[O:15][C:16]4[C:21]([C:22](=[O:31])[C:23]=3[C:24]3[CH:29]=[CH:28][CH:27]=[C:26]([F:30])[CH:25]=3)=[CH:20][CH:19]=[CH:18][CH:17]=4)[N:9]=[C:10]([C:45]3[CH:46]=[C:47]4[C:42]([C:41]([CH3:57])=[N:40][NH:39]4)=[CH:43][CH:44]=3)[C:3]=12, predict the reactants needed to synthesize it. The reactants are: [NH2:1][C:2]1[N:7]=[CH:6][N:5]=[C:4]2[N:8]([CH:12]([C:14]3[O:15][C:16]4[C:21]([C:22](=[O:31])[C:23]=3[C:24]3[CH:29]=[CH:28][CH:27]=[C:26]([F:30])[CH:25]=3)=[CH:20][CH:19]=[CH:18][CH:17]=4)C)[N:9]=[C:10](I)[C:3]=12.C([N:39]1[C:47]2[C:42](=[CH:43][CH:44]=[C:45](B3OC(C)(C)C(C)(C)O3)[CH:46]=2)[C:41]([CH3:57])=[N:40]1)(OC(C)(C)C)=O.C(=O)([O-])[O-].[Na+].[Na+].ClCCl. (5) Given the product [CH3:1][CH2:2][CH2:3][CH2:4][CH:5]([OH:23])/[CH:6]=[CH:7]\[CH2:8]/[CH:9]=[CH:10]\[CH2:11]/[CH:12]=[CH:13]\[CH2:14]/[CH:15]=[CH:16]\[CH2:17][CH2:18][CH2:19][C:20]([OH:22])=[O:21], predict the reactants needed to synthesize it. The reactants are: [CH3:1][CH2:2][CH2:3][CH2:4][CH:5]([OH:23])[CH:6]=[CH:7][CH2:8][CH:9]=[CH:10][CH2:11][CH:12]=[CH:13][CH2:14][CH:15]=[CH:16][CH2:17][CH2:18][CH2:19][C:20]([OH:22])=[O:21].CCCC[C@@H](O)/C=C\C/C=C\C/C=C\C/C=C\CCCC(O)=O.C(CCO)CC/C=C\C/C=C\C/C=C\C/C=C\CCCC(O)=O. (6) Given the product [Cl:2][C:3]1[CH:4]=[C:5]2[C:9](=[CH:10][CH:11]=1)[NH:8][CH:7]=[C:6]2[CH2:12][CH2:13][NH:14][C:21]([CH:20]1[CH2:19][CH2:18][N:17]([C:24]2[CH:29]=[CH:28][CH:27]=[CH:26][C:25]=2[CH3:32])[C:16]1=[O:15])=[O:23], predict the reactants needed to synthesize it. The reactants are: Cl.[Cl:2][C:3]1[CH:4]=[C:5]2[C:9](=[CH:10][CH:11]=1)[NH:8][CH:7]=[C:6]2[CH2:12][CH2:13][NH2:14].[O:15]=[C:16]1[CH:20]([C:21]([OH:23])=O)[CH2:19][CH2:18][N:17]1[C:24]1[CH:25]=[C:26](C)[CH:27]=[CH:28][CH:29]=1.O=[C:32]1C(C(O)=O)CCN1C1C=C(C)C=CC=1.C1CN([P+](ON2N=NC3C=CC=CC2=3)(N2CCCC2)N2CCCC2)CC1.F[P-](F)(F)(F)(F)F.C(N(CC)C(C)C)(C)C.